From a dataset of Full USPTO retrosynthesis dataset with 1.9M reactions from patents (1976-2016). Predict the reactants needed to synthesize the given product. (1) Given the product [ClH:45].[N:8]1([C:5]2[CH:6]=[CH:7][C:2]([NH:1][S:42]([C:35]3[CH:36]=[C:37]([O:40][CH3:41])[CH:38]=[CH:39][C:34]=3[O:33][CH3:32])(=[O:44])=[O:43])=[C:3]([NH:22][S:23]([C:26]3[CH:31]=[CH:30][CH:29]=[CH:28][CH:27]=3)(=[O:25])=[O:24])[CH:4]=2)[CH2:14][CH2:13][CH2:12][NH:11][CH2:10][CH2:9]1, predict the reactants needed to synthesize it. The reactants are: [NH2:1][C:2]1[CH:7]=[CH:6][C:5]([N:8]2[CH2:14][CH2:13][CH2:12][N:11](C(OC(C)(C)C)=O)[CH2:10][CH2:9]2)=[CH:4][C:3]=1[NH:22][S:23]([C:26]1[CH:31]=[CH:30][CH:29]=[CH:28][CH:27]=1)(=[O:25])=[O:24].[CH3:32][O:33][C:34]1[CH:39]=[CH:38][C:37]([O:40][CH3:41])=[CH:36][C:35]=1[S:42]([Cl:45])(=[O:44])=[O:43]. (2) Given the product [CH:1]1[C:10]2[C:5](=[CH:6][CH:7]=[CH:8][CH:9]=2)[CH:4]=[CH:3][C:2]=1[C:11]1[C:12]2[C:17](=[CH:16][CH:15]=[CH:14][CH:13]=2)[C:18]([C:25]2[CH:26]=[C:27]3[C:36](=[CH:37][CH:38]=2)[CH:35]=[CH:34][C:33]2[CH:32]=[CH:31][CH:30]=[CH:29][C:28]3=2)=[C:19]2[C:24]=1[CH:23]=[CH:22][CH:21]=[CH:20]2, predict the reactants needed to synthesize it. The reactants are: [CH:1]1[C:10]2[C:5](=[CH:6][CH:7]=[CH:8][CH:9]=2)[CH:4]=[CH:3][C:2]=1[C:11]1[C:24]2[C:19](=[CH:20][CH:21]=[CH:22][CH:23]=2)[C:18]([C:25]2[CH:26]=[C:27]3[C:36](=[CH:37][CH:38]=2)[C:35](C(O)=O)=[CH:34][C:33]2[CH:32]=[CH:31][CH:30]=[CH:29][C:28]3=2)=[C:17]2[C:12]=1[CH:13]=[CH:14][CH:15]=[CH:16]2.N#N.CO.O. (3) Given the product [N:10]1[CH:11]=[CH:12][CH:13]=[C:8]([C:5]2[CH:4]=[C:3]3[C:14]4[C:15](=[N:16][CH:17]=[CH:18][CH:19]=4)[NH:20][C:2]3=[CH:7][N:6]=2)[CH:9]=1, predict the reactants needed to synthesize it. The reactants are: Cl[C:2]1[C:3]([C:14]2[C:15]([NH2:20])=[N:16][CH:17]=[CH:18][CH:19]=2)=[CH:4][C:5]([C:8]2[CH:9]=[N:10][CH:11]=[CH:12][CH:13]=2)=[N:6][CH:7]=1.CC(C)([O-])C.[K+]. (4) Given the product [CH2:13]([C@@H:15]1[CH2:24][C@H:23]([NH2:25])[C:22]2[C:17](=[CH:18][CH:19]=[C:20]([C:26]([F:29])([F:27])[F:28])[CH:21]=2)[NH:16]1)[CH3:14], predict the reactants needed to synthesize it. The reactants are: O.CC(C)([O-])C.[Na+].CS(O)(=O)=O.[CH2:13]([C@@H:15]1[CH2:24][C@H:23]([NH2:25])[C:22]2[C:17](=[CH:18][CH:19]=[C:20]([C:26]([F:29])([F:28])[F:27])[CH:21]=2)[NH:16]1)[CH3:14]. (5) Given the product [NH2:28][C:9]1[C:8]2[N:18]=[C:5]([CH2:4][O:3][CH2:1][CH3:2])[N:6]([CH2:19][C:20]([CH3:23])([OH:22])[CH3:21])[C:7]=2[C:16]2[CH:15]=[CH:14][CH:13]=[CH:12][C:11]=2[N:10]=1, predict the reactants needed to synthesize it. The reactants are: [CH2:1]([O:3][CH2:4][C:5]1[N:6]([CH2:19][C:20]([CH3:23])([OH:22])[CH3:21])[C:7]2[C:16]3[CH:15]=[CH:14][CH:13]=[CH:12][C:11]=3[N+:10]([O-])=[CH:9][C:8]=2[N:18]=1)[CH3:2].ClC(Cl)(Cl)C([N:28]=C=O)=O.CO. (6) The reactants are: [N:1]1([C:7]2[CH:16]=[CH:15][CH:14]=[C:13]3[C:8]=2[C:9]([NH2:18])=[N:10][C:11]([NH2:17])=[N:12]3)[CH2:6][CH2:5][NH:4][CH2:3][CH2:2]1.[C:19]1([CH3:29])[C:20]([S:25](Cl)(=[O:27])=[O:26])=[CH:21][CH:22]=[CH:23][CH:24]=1. Given the product [C:19]1([CH3:29])[C:20]([S:25]([N:4]2[CH2:5][CH2:6][N:1]([C:7]3[CH:16]=[CH:15][CH:14]=[C:13]4[C:8]=3[C:9]([NH2:18])=[N:10][C:11]([NH2:17])=[N:12]4)[CH2:2][CH2:3]2)(=[O:27])=[O:26])=[CH:21][CH:22]=[CH:23][CH:24]=1, predict the reactants needed to synthesize it. (7) The reactants are: F[P-](F)(F)(F)(F)F.N1(O[P+](N(C)C)(N(C)C)N(C)C)C2C=CC=CC=2N=N1.[CH:28]1([CH2:34][C@H:35]([N:39]2[CH2:47][C:46]3[C:41](=[CH:42][CH:43]=[CH:44][CH:45]=3)[C:40]2=[O:48])[C:36]([OH:38])=O)[CH2:33][CH2:32][CH2:31][CH2:30][CH2:29]1.[NH2:49][C:50]1[CH:55]=[CH:54][C:53]([CH3:56])=[CH:52][N:51]=1.C1(C[C@H](N2CC3C(=CC=CC=3)C2=O)C(NC2SC=CN=2)=O)CCCCC1. Given the product [CH:28]1([CH2:34][C@H:35]([N:39]2[CH2:47][C:46]3[C:41](=[CH:42][CH:43]=[CH:44][CH:45]=3)[C:40]2=[O:48])[C:36]([NH:49][C:50]2[CH:55]=[CH:54][C:53]([CH3:56])=[CH:52][N:51]=2)=[O:38])[CH2:29][CH2:30][CH2:31][CH2:32][CH2:33]1, predict the reactants needed to synthesize it. (8) Given the product [CH2:1]([O:8][CH2:9][C@H:10]([NH:13][C:14](=[O:20])[O:15][C:16]([CH3:18])([CH3:17])[CH3:19])[CH:11]=[O:12])[C:2]1[CH:3]=[CH:4][CH:5]=[CH:6][CH:7]=1, predict the reactants needed to synthesize it. The reactants are: [CH2:1]([O:8][CH2:9][C@H:10]([NH:13][C:14](=[O:20])[O:15][C:16]([CH3:19])([CH3:18])[CH3:17])[CH2:11][OH:12])[C:2]1[CH:7]=[CH:6][CH:5]=[CH:4][CH:3]=1.CC(OI1(OC(C)=O)(OC(C)=O)OC(=O)C2C=CC=CC1=2)=O.